From a dataset of Forward reaction prediction with 1.9M reactions from USPTO patents (1976-2016). Predict the product of the given reaction. Given the reactants [C:1]([O:4][C:5]([CH3:25])([CH3:24])[C:6]([NH:8][NH:9][C:10]([C:12]1[S:13][CH:14]=[C:15]([CH2:17][CH:18]2[CH2:23][CH2:22][CH2:21][CH2:20][CH2:19]2)[N:16]=1)=[O:11])=O)(=[O:3])[CH3:2].Br[C:27]1[CH:32]=[CH:31][C:30]([S:33]([NH:36][C:37]([CH3:40])([CH3:39])[CH3:38])(=[O:35])=[O:34])=[C:29]([C:41]([F:44])([F:43])[F:42])[CH:28]=1.CC([O-])=O.[K+].C1C=CC(P(C2C=CC=CC=2)C2C=CC=CC=2)=CC=1, predict the reaction product. The product is: [C:1]([O:4][C:5]([C:6]1[O:11][C:10]([C:12]2[S:13][C:14]([C:27]3[CH:32]=[CH:31][C:30]([S:33](=[O:34])(=[O:35])[NH:36][C:37]([CH3:40])([CH3:39])[CH3:38])=[C:29]([C:41]([F:44])([F:43])[F:42])[CH:28]=3)=[C:15]([CH2:17][CH:18]3[CH2:19][CH2:20][CH2:21][CH2:22][CH2:23]3)[N:16]=2)=[N:9][N:8]=1)([CH3:24])[CH3:25])(=[O:3])[CH3:2].